This data is from Catalyst prediction with 721,799 reactions and 888 catalyst types from USPTO. The task is: Predict which catalyst facilitates the given reaction. (1) Reactant: [NH2:1][C:2]1[CH:19]=[CH:18][C:5]([O:6][CH2:7][C:8]2[CH:17]=[CH:16][CH:15]=[CH:14][C:9]=2[C:10]([O:12][CH3:13])=[O:11])=[CH:4][C:3]=1[N+:20]([O-:22])=[O:21].O1CCCC1.[H-].[Na+].[C:30](O[C:30]([O:32][C:33]([CH3:36])([CH3:35])[CH3:34])=[O:31])([O:32][C:33]([CH3:36])([CH3:35])[CH3:34])=[O:31]. Product: [C:33]([O:32][C:30]([NH:1][C:2]1[CH:19]=[CH:18][C:5]([O:6][CH2:7][C:8]2[CH:17]=[CH:16][CH:15]=[CH:14][C:9]=2[C:10]([O:12][CH3:13])=[O:11])=[CH:4][C:3]=1[N+:20]([O-:22])=[O:21])=[O:31])([CH3:36])([CH3:35])[CH3:34]. The catalyst class is: 9. (2) Reactant: [F:1][C:2]([F:32])([F:31])[C:3]1[CH:8]=[CH:7][C:6]([C:9]2[C:10]([C:15]([NH:17][C:18]3[CH:27]=[C:26]4[C:21]([CH:22]=[C:23]([C:28](O)=[O:29])[CH:24]=[N:25]4)=[CH:20][CH:19]=3)=[O:16])=[CH:11][CH:12]=[CH:13][CH:14]=2)=[CH:5][CH:4]=1.[C:33]1([CH:39]([NH2:42])[CH2:40][CH3:41])[CH:38]=[CH:37][CH:36]=[CH:35][CH:34]=1.Cl.CN(C)CCCN=C=NCC.ON1C2C=CC=CC=2N=N1.C(N(CC)CC)C. Product: [C:33]1([CH:39]([NH:42][C:28]([C:23]2[CH:24]=[N:25][C:26]3[C:21]([CH:22]=2)=[CH:20][CH:19]=[C:18]([NH:17][C:15]([C:10]2[C:9]([C:6]4[CH:7]=[CH:8][C:3]([C:2]([F:1])([F:32])[F:31])=[CH:4][CH:5]=4)=[CH:14][CH:13]=[CH:12][CH:11]=2)=[O:16])[CH:27]=3)=[O:29])[CH2:40][CH3:41])[CH:38]=[CH:37][CH:36]=[CH:35][CH:34]=1. The catalyst class is: 4. (3) Reactant: [C:1](Cl)(=O)C.[CH2:5]([O:12][C:13]([NH:15][CH2:16][CH2:17][C@H:18]([OH:22])[C:19]([OH:21])=[O:20])=[O:14])[C:6]1[CH:11]=[CH:10][CH:9]=[CH:8][CH:7]=1.C(=O)([O-])O.[Na+]. Product: [CH3:1][O:20][C:19](=[O:21])[C:18](=[O:22])[CH2:17][CH2:16][NH:15][C:13]([O:12][CH2:5][C:6]1[CH:7]=[CH:8][CH:9]=[CH:10][CH:11]=1)=[O:14]. The catalyst class is: 5. (4) Reactant: Br[CH:2]([CH3:4])[CH3:3].[Cl:5][C:6]1[C:15]2[C:10](=[C:11]([OH:16])[CH:12]=[CH:13][CH:14]=2)[N:9]=[C:8]([CH3:17])[N:7]=1.C([O-])([O-])=O.[K+].[K+].[NH4+].[Cl-]. Product: [Cl:5][C:6]1[C:15]2[C:10](=[C:11]([O:16][CH:2]([CH3:4])[CH3:3])[CH:12]=[CH:13][CH:14]=2)[N:9]=[C:8]([CH3:17])[N:7]=1. The catalyst class is: 16. (5) Reactant: [F:1][C:2]1[CH:3]=[C:4]([N:9]2[CH2:13][CH:12]([CH2:14][OH:15])[O:11][C:10]2=[O:16])[CH:5]=[CH:6][C:7]=1[I:8].[O:17]1[CH:21]=[CH:20][C:19](O)=[N:18]1.C1(P(C2C=CC=CC=2)C2C=CC=CC=2)C=CC=CC=1.N(C(OC(C)C)=O)=NC(OC(C)C)=O. Product: [F:1][C:2]1[CH:3]=[C:4]([N:9]2[CH2:13][CH:12]([CH2:14][O:15][C:19]3[CH:20]=[CH:21][O:17][N:18]=3)[O:11][C:10]2=[O:16])[CH:5]=[CH:6][C:7]=1[I:8]. The catalyst class is: 1. (6) Reactant: [CH:1]1([CH2:4][C:5]2[N:9]([C:10]3[CH:15]=[CH:14][C:13]([O:16]C)=[CH:12][CH:11]=3)[C:8]3[CH:18]=[CH:19][CH:20]=[CH:21][C:7]=3[N:6]=2)[CH2:3][CH2:2]1.B(Br)(Br)Br. Product: [CH:1]1([CH2:4][C:5]2[N:9]([C:10]3[CH:15]=[CH:14][C:13]([OH:16])=[CH:12][CH:11]=3)[C:8]3[CH:18]=[CH:19][CH:20]=[CH:21][C:7]=3[N:6]=2)[CH2:2][CH2:3]1. The catalyst class is: 2. (7) Reactant: [F:1][C:2]([F:19])([F:18])[C:3]1[CH:8]=[CH:7][C:6]([C:9]2[S:10][C:11]3[CH2:12][NH:13][CH2:14][CH2:15][C:16]=3[N:17]=2)=[CH:5][CH:4]=1.C(N(CC)CC)C.[CH3:27][O:28][C:29](=[O:42])[CH2:30][C:31]1[CH:36]=[CH:35][C:34]([CH3:37])=[C:33]([S:38](Cl)(=[O:40])=[O:39])[CH:32]=1. Product: [CH3:27][O:28][C:29](=[O:42])[CH2:30][C:31]1[CH:36]=[CH:35][C:34]([CH3:37])=[C:33]([S:38]([N:13]2[CH2:14][CH2:15][C:16]3[N:17]=[C:9]([C:6]4[CH:7]=[CH:8][C:3]([C:2]([F:1])([F:18])[F:19])=[CH:4][CH:5]=4)[S:10][C:11]=3[CH2:12]2)(=[O:39])=[O:40])[CH:32]=1. The catalyst class is: 2. (8) Reactant: [CH3:1][C:2]1[N:3]=[C:4]([NH2:7])[S:5][CH:6]=1.[Cl:8][C:9]1[CH:14]=[C:13]([S:15][C:16]2[CH:21]=[CH:20][CH:19]=[CH:18][N:17]=2)[CH:12]=[CH:11][N:10]=1.P([O-])([O-])([O-])=O.[K+].[K+].[K+].C1(P(C2C=CC=CC=2)C2C3OC4C(=CC=CC=4P(C4C=CC=CC=4)C4C=CC=CC=4)C(C)(C)C=3C=CC=2)C=CC=CC=1. Product: [ClH:8].[CH3:1][C:2]1[N:3]=[C:4]([NH:7][C:9]2[CH:14]=[C:13]([S:15][C:16]3[CH:21]=[CH:20][CH:19]=[CH:18][N:17]=3)[CH:12]=[CH:11][N:10]=2)[S:5][CH:6]=1. The catalyst class is: 110. (9) Reactant: C([C:4]1[CH:9]=[CH:8][C:7]([NH:10][C:11]([NH2:13])=[S:12])=[CH:6][CH:5]=1)(O)=O.CC(C)N=C=NC(C)C. Product: [C:7]1([NH:10][C:11]([NH2:13])=[S:12])[CH:8]=[CH:9][CH:4]=[CH:5][CH:6]=1. The catalyst class is: 3.